Dataset: Forward reaction prediction with 1.9M reactions from USPTO patents (1976-2016). Task: Predict the product of the given reaction. Given the reactants [H-].[Al+3].[Li+].[H-].[H-].[H-].C([O:9][C:10]([C:12]1[NH:20][C:19]2[CH2:18][CH2:17][N:16]([CH2:21][CH2:22][N:23]([CH2:26][CH3:27])[CH2:24][CH3:25])[C:15](=[O:28])[C:14]=2[C:13]=1[C:29]([F:32])([F:31])[F:30])=O)C, predict the reaction product. The product is: [CH2:26]([N:23]([CH2:24][CH3:25])[CH2:22][CH2:21][N:16]1[CH2:17][CH2:18][C:19]2[NH:20][C:12]([CH2:10][OH:9])=[C:13]([C:29]([F:30])([F:32])[F:31])[C:14]=2[C:15]1=[O:28])[CH3:27].